From a dataset of Full USPTO retrosynthesis dataset with 1.9M reactions from patents (1976-2016). Predict the reactants needed to synthesize the given product. (1) Given the product [C:11]([C:13]1[CH:20]=[CH:19][C:16]([CH:17]2[C:2]([C:1]([O:7][CH2:8][CH:9]=[CH2:10])=[O:6])=[C:3]([CH3:5])[N:32]([C:28]3[CH:29]=[CH:30][CH:31]=[C:26]([C:25]([F:36])([F:37])[F:24])[CH:27]=3)[C:33](=[O:34])[NH:35]2)=[C:15]([N+:21]([O-:23])=[O:22])[CH:14]=1)#[N:12], predict the reactants needed to synthesize it. The reactants are: [C:1]([O:7][CH2:8][CH:9]=[CH2:10])(=[O:6])[CH2:2][C:3]([CH3:5])=O.[C:11]([C:13]1[CH:20]=[CH:19][C:16]([CH:17]=O)=[C:15]([N+:21]([O-:23])=[O:22])[CH:14]=1)#[N:12].[F:24][C:25]([F:37])([F:36])[C:26]1[CH:27]=[C:28]([NH:32][C:33]([NH2:35])=[O:34])[CH:29]=[CH:30][CH:31]=1.P(OCC)(OCC)(OCC)=O. (2) Given the product [NH2:31][C@H:32]([C:34]([O-:36])=[O:35])[CH2:33][CH2:38][C:39]([O-:41])=[O:40].[NH2:31][C@H:32]([C:34]([O-:36])=[O:35])[CH2:33][C:45]([O-:47])=[O:46], predict the reactants needed to synthesize it. The reactants are: NCC(N[C@H](C(NCC(N[C@H](C(NCC(N[C@H](C([NH:31][C@H:32]([C:34]([OH:36])=[O:35])[CH3:33])=O)CO)=O)=O)[C@@H](C)O)=O)=O)C)=O.N[CH2:38][C:39]([OH:41])=[O:40].N[C@H]([C:45]([OH:47])=[O:46])C.N[C@H](C(O)=O)CO.N[C@H](C(O)=O)[C@@H](C)O.N[C@H](C(O)=O)CC1C2C(=CC=CC=2)NC=1.N[C@H](C(O)=O)CC(=O)N.N[C@H](C(O)=O)CCC(=O)N. (3) The reactants are: [Si]([O:8][CH2:9][C@@H:10]([N:14]1[C:23]2[C:18](=[CH:19][C:20]([NH:27][CH2:28][C:29]3[CH:34]=[CH:33][C:32]([F:35])=[CH:31][CH:30]=3)=[C:21]([O:24][CH2:25][CH3:26])[N:22]=2)[C:17](=[O:36])[C:16]([C:37]([O:39]CC)=[O:38])=[CH:15]1)[CH:11]([CH3:13])[CH3:12])(C(C)(C)C)(C)C.O(C)[Na].O. Given the product [CH2:25]([O:24][C:21]1[N:22]=[C:23]2[C:18]([C:17](=[O:36])[C:16]([C:37]([OH:39])=[O:38])=[CH:15][N:14]2[C@@H:10]([CH:11]([CH3:13])[CH3:12])[CH2:9][OH:8])=[CH:19][C:20]=1[NH:27][CH2:28][C:29]1[CH:34]=[CH:33][C:32]([F:35])=[CH:31][CH:30]=1)[CH3:26], predict the reactants needed to synthesize it. (4) Given the product [O:9]=[C:4]1[CH2:5][CH2:6][CH2:7][CH2:8][N:3]1[CH2:11][C:12]1[CH:21]=[CH:20][C:15]([C:16]([O:18][CH3:19])=[O:17])=[CH:14][CH:13]=1, predict the reactants needed to synthesize it. The reactants are: [H-].[Na+].[NH:3]1[CH2:8][CH2:7][CH2:6][CH2:5][C:4]1=[O:9].Br[CH2:11][C:12]1[CH:21]=[CH:20][C:15]([C:16]([O:18][CH3:19])=[O:17])=[CH:14][CH:13]=1.[Cl-].[Na+].